From a dataset of Forward reaction prediction with 1.9M reactions from USPTO patents (1976-2016). Predict the product of the given reaction. (1) The product is: [CH3:5][C:6]1[CH:13]=[C:12]([S:14][CH3:15])[CH:11]=[CH:10][C:7]=1[C:8](=[O:16])[CH2:2][CH3:1]. Given the reactants [CH3:1][CH2:2][Mg+].[Br-].[CH3:5][C:6]1[CH:13]=[C:12]([S:14][CH3:15])[CH:11]=[CH:10][C:7]=1[C:8]#N.[OH:16]S(O)(=O)=O, predict the reaction product. (2) Given the reactants [CH3:1][O:2][C:3]1[CH:22]=[CH:21][C:6]([CH2:7][N:8]2[C:12]3[N:13]=[CH:14][C:15]4[CH2:16][NH:17][CH2:18][CH2:19][C:20]=4[C:11]=3[CH:10]=[N:9]2)=[CH:5][CH:4]=1.CCN(C(C)C)C(C)C.Cl.[N:33]1([C:38](=N)[NH2:39])C=CC=N1, predict the reaction product. The product is: [CH3:1][O:2][C:3]1[CH:4]=[CH:5][C:6]([CH2:7][N:8]2[C:12]3[N:13]=[CH:14][C:15]4[CH2:16][N:17]([C:38]([NH2:39])=[NH:33])[CH2:18][CH2:19][C:20]=4[C:11]=3[CH:10]=[N:9]2)=[CH:21][CH:22]=1.